From a dataset of Forward reaction prediction with 1.9M reactions from USPTO patents (1976-2016). Predict the product of the given reaction. Given the reactants [CH3:1][O:2][C:3]1[CH:8]=[CH:7][CH:6]=[CH:5][C:4]=1[C@@H:9]1[CH2:11][C@H:10]1[CH2:12][OH:13].[Cl:14][C:15]1[C:20]([C:21]([F:24])([F:23])[F:22])=[C:19](Cl)[CH:18]=[CH:17][N:16]=1, predict the reaction product. The product is: [Cl:14][C:15]1[C:20]([C:21]([F:22])([F:23])[F:24])=[C:19]([O:13][CH2:12][C@H:10]2[CH2:11][C@@H:9]2[C:4]2[CH:5]=[CH:6][CH:7]=[CH:8][C:3]=2[O:2][CH3:1])[CH:18]=[CH:17][N:16]=1.